This data is from Forward reaction prediction with 1.9M reactions from USPTO patents (1976-2016). The task is: Predict the product of the given reaction. (1) Given the reactants [C:1]1([C:7]2[N:8]=[CH:9][C:10]([C:19]([O:21]C)=O)=[N:11][C:12]=2[C:13]2[CH:18]=[CH:17][CH:16]=[CH:15][CH:14]=2)[CH:6]=[CH:5][CH:4]=[CH:3][CH:2]=1.[CH3:23][Al](C)C.CNCCNC, predict the reaction product. The product is: [C:1]1([C:7]2[N:8]=[CH:9][C:10]([C:19](=[O:21])[CH3:23])=[N:11][C:12]=2[C:13]2[CH:18]=[CH:17][CH:16]=[CH:15][CH:14]=2)[CH:2]=[CH:3][CH:4]=[CH:5][CH:6]=1. (2) Given the reactants [NH:1]1[CH2:6][CH2:5][C:4]2([O:11][C:10]3[C:12]4[C:17]([C:18](=[O:21])[C:19](=[O:20])[C:9]=3[S:8][CH2:7]2)=[CH:16][CH:15]=[CH:14][CH:13]=4)[CH2:3][CH2:2]1.[C:22]([C:26]1[CH:36]=[CH:35][C:29]([O:30][CH2:31][CH:32]2[CH2:34][O:33]2)=[CH:28][CH:27]=1)([CH3:25])([CH3:24])[CH3:23].Cl([O-])(=O)(=O)=O.[Li+], predict the reaction product. The product is: [C:22]([C:26]1[CH:36]=[CH:35][C:29]([O:30][CH2:31][CH:32]([OH:33])[CH2:34][N:1]2[CH2:2][CH2:3][C:4]3([O:11][C:10]4[C:12]5[C:17]([C:18](=[O:21])[C:19](=[O:20])[C:9]=4[S:8][CH2:7]3)=[CH:16][CH:15]=[CH:14][CH:13]=5)[CH2:5][CH2:6]2)=[CH:28][CH:27]=1)([CH3:23])([CH3:24])[CH3:25]. (3) Given the reactants [CH3:1][O:2][C:3]([C:5]1[CH:10]=[N:9][C:8](C=O)=[CH:7][N:6]=1)=[O:4].[CH2:13]([OH:16])[CH2:14][OH:15].O.[C:18]1(C)C=CC(S(O)(=O)=O)=CC=1, predict the reaction product. The product is: [CH3:1][O:2][C:3]([C:5]1[C:10]([CH:18]2[O:16][CH2:13][CH2:14][O:15]2)=[N:9][CH:8]=[CH:7][N:6]=1)=[O:4]. (4) Given the reactants [Cl:1][C:2]1[CH:7]=[CH:6][CH:5]=[CH:4][C:3]=1[S:8]([N:11]1[CH2:21][CH2:20][C:14]2([C:18](=[O:19])[NH:17][CH2:16][CH2:15]2)[CH2:13][CH2:12]1)(=[O:10])=[O:9].I[C:23]1[CH:28]=[CH:27][C:26]([C:29](=[O:31])[CH3:30])=[CH:25][CH:24]=1, predict the reaction product. The product is: [C:29]([C:26]1[CH:27]=[CH:28][C:23]([N:17]2[CH2:16][CH2:15][C:14]3([CH2:20][CH2:21][N:11]([S:8]([C:3]4[CH:4]=[CH:5][CH:6]=[CH:7][C:2]=4[Cl:1])(=[O:9])=[O:10])[CH2:12][CH2:13]3)[C:18]2=[O:19])=[CH:24][CH:25]=1)(=[O:31])[CH3:30].